Dataset: Experimentally validated miRNA-target interactions with 360,000+ pairs, plus equal number of negative samples. Task: Binary Classification. Given a miRNA mature sequence and a target amino acid sequence, predict their likelihood of interaction. (1) The miRNA is hsa-miR-3675-5p with sequence UAUGGGGCUUCUGUAGAGAUUUC. The protein sequence of the target gene is MKEAGQMQNLESARAGRSVSTQTGSMTGQIPRLSKVNLFTLLSLWMELFPAEAQRQKSQKNEEGKHGPLGDNEERTRVSTDKRQVKRTGLVVVKNMKIVGLHCSSEDLHAGQIALIKHGSRLKNCDLYFSRKPCSACLKMIVNAGVNRISYWPADPEISLLTEASSSEDAKLDAKAVERLKSNSRAHVCVLLQPLVCYMVQFVEETSYKCDFIQKITKTLPDANTDFYYECKQERIKEYEMLFLVSNEEMHKQILMTIGLENLCENPYFSNLRQNMKDLILLLATVASSVPNFKHFGFYR.... Result: 1 (interaction). (2) The miRNA is mmu-miR-3068-5p with sequence UUGGAGUUCAUGCAAGUUCUAACC. The protein sequence of the target gene is MRRRRAGGRTMVERASKFVLVVAGSACFMLILYQYAGPGLSLGAPGGRVPPDDLDLFPTPDPHYEKKYYFPVRELERSLRFDMKGDDVIVFLHIQKTGGTTFGRHLVQNVRLEVPCDCRPGQKKCTCYRPNRRETWLFSRFSTGWSCGLHADWTELTNCVPGVLDRRDPAGLRSPRKFYYITLLRDPVSRYLSEWRHVQRGATWKTSLHMCDGRTPTPEELPPCYEGTDWSGCTLQEFMDCPYNLANNRQVRMLADLSLVGCYNLSFIPESKRAQLLLESAKKNLRGMAFFGLTEFQRKT.... Result: 0 (no interaction). (3) The miRNA is hsa-miR-515-5p with sequence UUCUCCAAAAGAAAGCACUUUCUG. The protein sequence of the target gene is MHRPNFRPPTPPYPSPGIGGWGGGNNFRGALGGGPRPPSPRDGYGSPHHTPPCGPRARPYGSSQSPRHGGNFSGARFGSPSPGGYPGSYSRSPAGSQHQFGYSPGQQQTYPQGSPRTSTPFGSGRGREKRMSNELESYFKPSMLEDPWAGLEPVSVVDISQQYSNTQTFTGKKGRYFS. Result: 0 (no interaction). (4) Result: 0 (no interaction). The miRNA is hsa-miR-6870-5p with sequence UGGGGGAGAUGGGGGUUGA. The protein sequence of the target gene is MSGPLEGADGGGDPRPGEPFCPGGVPSPGAPQHRPCPGPSLADDTDANSNGSSGNESNGPESRGASQRSSHSSSSGNGKDSALLETTESSKSTNSQSPSPPSSSIAYSLLSASSEQDNPSTSGCSSEQSARARTQKELMTALRELKLRLPPERRGKGRSGTLATLQYALACVKQVQANQEYYQQWSLEEGEPCAMDMSTYTLEELEHITSEYTLRNQDTFSVAVSFLTGRIVYISEQAGVLLRCKRDVFRGARFSELLAPQDVGVFYGSTTPSRLPTWGTGTSAGSGLKDFTQEKSVFCR.... (5) The miRNA is hsa-miR-609 with sequence AGGGUGUUUCUCUCAUCUCU. The protein sequence of the target gene is MGGLASGGDVEPGLPVEVRGSNGAFYKGFVKDVHEDSVTIFFENNWQSERQIPFGDVRLPPPADYNKEITEGDEVEVYSRANEQEPCGWWLARVRMMKGDFYVIEYAACDATYNEIVTLERLRPVNPNPLATKGSFFKVTMAVPEDLREACSNENVHKEFKKALGANCIFLNITNSELFILSTTEAPVKRASLLGDMHFRSLRTKLLLMSRNEEATKHLETSKQLAAAFQEEFTVREDLMGLAIGTHGANIQQARKVPGVTAIELGEETCTFRIYGETPEACRQARSYLEFSEDSVQVPR.... Result: 1 (interaction). (6) The miRNA is hsa-miR-6895-3p with sequence UGUCUCUCGCCCUUGGCCUUAG. The protein sequence of the target gene is MAADLEPWNSTINGTWEGDELGYKCRFNEDFKYVLLPVSYGVVCVLGLCLNVVALYIFLCRLKTWNASTTYMFHLAVSDSLYAASLPLLVYYYARGDHWPFSTVLCKLVRFLFYTNLYCSILFLTCISVHRCLGVLRPLHSLRWGRARYARRVAAVVWVLVLACQAPVLYFVTTSVRGTRITCHDTSARELFSHFVAYSSVMLGLLFAVPFSVILVCYVLMARRLLKPAYGTTGGLPRAKRKSVRTIALVLAVFALCFLPFHVTRTLYYSFRSLDLSCHTLNAINMAYKITRPLASANSC.... Result: 0 (no interaction).